Dataset: Full USPTO retrosynthesis dataset with 1.9M reactions from patents (1976-2016). Task: Predict the reactants needed to synthesize the given product. Given the product [CH3:32][O:31][C:27](=[O:30])[CH2:28][CH2:29][N:12]1[C:11]2[CH:10]=[CH:9][CH:8]=[C:7]([CH:1]3[CH2:2][CH2:3][CH2:4][CH2:5][CH2:6]3)[C:16]=2[O:15][CH:14]([CH:17]([CH3:18])[CH3:19])[C:13]1=[O:20], predict the reactants needed to synthesize it. The reactants are: [CH:1]1([C:7]2[C:16]3[O:15][CH:14]([CH:17]([CH3:19])[CH3:18])[C:13](=[O:20])[NH:12][C:11]=3[CH:10]=[CH:9][CH:8]=2)[CH2:6][CH2:5][CH2:4][CH2:3][CH2:2]1.C(=O)([O-])[O-].[K+].[K+].[C:27]([O:31][CH3:32])(=[O:30])[CH:28]=[CH2:29].C(O)(=O)CC(CC(O)=O)(C(O)=O)O.